This data is from NCI-60 drug combinations with 297,098 pairs across 59 cell lines. The task is: Regression. Given two drug SMILES strings and cell line genomic features, predict the synergy score measuring deviation from expected non-interaction effect. Drug 1: CN(C)N=NC1=C(NC=N1)C(=O)N. Drug 2: B(C(CC(C)C)NC(=O)C(CC1=CC=CC=C1)NC(=O)C2=NC=CN=C2)(O)O. Cell line: SR. Synergy scores: CSS=0.391, Synergy_ZIP=-6.84, Synergy_Bliss=-16.7, Synergy_Loewe=-101, Synergy_HSA=-14.9.